Dataset: Full USPTO retrosynthesis dataset with 1.9M reactions from patents (1976-2016). Task: Predict the reactants needed to synthesize the given product. Given the product [CH2:77]([N:49]([CH2:45][CH2:46][CH2:47][CH3:48])[C:50]([C:52]1[N:53]=[C:54]([C:57]2[CH:66]=[CH:65][C:60]([C:61]([O:63][CH3:64])=[O:62])=[CH:59][C:58]=2[C:67]([O:69][CH2:70][C:71]2[CH:72]=[CH:73][CH:74]=[CH:75][CH:76]=2)=[O:68])[N:55]([CH2:30][CH2:21][CH2:10][N:9]2[CH2:8][CH2:6][N:5]([CH3:1])[CH2:41][CH2:42]2)[CH:56]=1)=[O:51])[CH2:78][CH2:79][CH3:80], predict the reactants needed to synthesize it. The reactants are: [CH2:1]([N:5]([CH2:41][CH2:42]CC)[C:6]([C:8]1[N:9]=[C:10]([C:21]2[CH:30]=CC(C(OC)=O)=CC=2C(OCC2C=CC=CC=2)=O)N(CCC2C=CC=CC=2)C=1)=O)CCC.[CH2:45]([N:49]([CH2:77][CH2:78][CH2:79][CH3:80])[C:50]([C:52]1[N:53]=[C:54]([C:57]2[CH:66]=[CH:65][C:60]([C:61]([O:63][CH3:64])=[O:62])=[CH:59][C:58]=2[C:67]([O:69][CH2:70][C:71]2[CH:76]=[CH:75][CH:74]=[CH:73][CH:72]=2)=[O:68])[NH:55][CH:56]=1)=[O:51])[CH2:46][CH2:47][CH3:48].BrCCCN1CCN(C)CC1.